Dataset: Catalyst prediction with 721,799 reactions and 888 catalyst types from USPTO. Task: Predict which catalyst facilitates the given reaction. (1) Reactant: [C:1]([O:5][C:6]([N:8]1[CH2:14][CH2:13][CH2:12][NH:11][CH2:10][CH2:9]1)=[O:7])([CH3:4])([CH3:3])[CH3:2].C(N(CC)C(C)C)(C)C.[N:24]1([C:30](Cl)=[O:31])[CH2:29][CH2:28][O:27][CH2:26][CH2:25]1. The catalyst class is: 4. Product: [C:1]([O:5][C:6]([N:8]1[CH2:14][CH2:13][CH2:12][N:11]([C:30]([N:24]2[CH2:29][CH2:28][O:27][CH2:26][CH2:25]2)=[O:31])[CH2:10][CH2:9]1)=[O:7])([CH3:4])([CH3:2])[CH3:3]. (2) Reactant: Cl.Cl.[N:3]1([CH2:8][C:9]([CH2:26][O:27][CH2:28][CH2:29][CH2:30][CH2:31][CH2:32][CH2:33][CH2:34][CH3:35])([CH2:16][O:17][CH2:18][CH2:19][CH2:20][CH2:21][CH2:22][CH2:23][CH2:24][CH3:25])[CH2:10][N:11]2[CH2:15][CH2:14][CH2:13][CH2:12]2)[CH2:7][CH2:6][CH2:5][CH2:4]1. Product: [N:3]1([CH2:8][C:9]([CH2:16][O:17][CH2:18][CH2:19][CH2:20][CH2:21][CH2:22][CH2:23][CH2:24][CH3:25])([CH2:26][O:27][CH2:28][CH2:29][CH2:30][CH2:31][CH2:32][CH2:33][CH2:34][CH3:35])[CH2:10][N:11]2[CH2:15][CH2:14][CH2:13][CH2:12]2)[CH2:4][CH2:5][CH2:6][CH2:7]1. The catalyst class is: 74. (3) Reactant: Cl.O1CCOCC1.Cl[C:9]1[N:14]=[C:13]([C:15]2[CH:20]=[CH:19][C:18]([F:21])=[CH:17][C:16]=2[F:22])[C:12]([F:23])=[CH:11][N:10]=1.[CH3:24][S:25][CH2:26][C:27]1[CH:28]=[C:29]([CH:31]=[C:32]([C:34]([F:37])([F:36])[F:35])[CH:33]=1)[NH2:30]. Product: [F:22][C:16]1[CH:17]=[C:18]([F:21])[CH:19]=[CH:20][C:15]=1[C:13]1[C:12]([F:23])=[CH:11][N:10]=[C:9]([NH:30][C:29]2[CH:31]=[C:32]([C:34]([F:35])([F:36])[F:37])[CH:33]=[C:27]([CH2:26][S:25][CH3:24])[CH:28]=2)[N:14]=1. The catalyst class is: 51. (4) Reactant: [CH3:1][N:2]([CH2:4][CH:5]1[CH2:11][CH2:10][CH2:9][CH2:8][CH2:7][C:6]1=[O:12])[CH3:3].[Mg].[Cl:14][C:15]1[CH:22]=[CH:21][C:18]([CH2:19]Cl)=[CH:17][CH:16]=1.[Cl-].[NH4+]. The catalyst class is: 280. Product: [Cl:14][C:15]1[CH:22]=[CH:21][C:18]([CH2:19][C:6]2([OH:12])[CH2:7][CH2:8][CH2:9][CH2:10][CH2:11][CH:5]2[CH2:4][N:2]([CH3:1])[CH3:3])=[CH:17][CH:16]=1. (5) Reactant: ClC1C=CC=C(C(OO)=[O:9])C=1.[Cl:12][C:13]1[CH:18]=[C:17]([S:19]([C:22]([F:25])([F:24])[F:23])(=[O:21])=[O:20])[CH:16]=[CH:15][C:14]=1[NH:26][C:27]([C:29]1[CH:38]=[C:37]([S:39][C:40]2[CH:45]=[CH:44][C:43]([F:46])=[CH:42][CH:41]=2)[C:36]2[C:31](=[CH:32][CH:33]=[CH:34][CH:35]=2)[C:30]=1[OH:47])=[O:28]. Product: [Cl:12][C:13]1[CH:18]=[C:17]([S:19]([C:22]([F:24])([F:25])[F:23])(=[O:20])=[O:21])[CH:16]=[CH:15][C:14]=1[NH:26][C:27]([C:29]1[CH:38]=[C:37]([S:39]([C:40]2[CH:41]=[CH:42][C:43]([F:46])=[CH:44][CH:45]=2)=[O:9])[C:36]2[C:31](=[CH:32][CH:33]=[CH:34][CH:35]=2)[C:30]=1[OH:47])=[O:28]. The catalyst class is: 4. (6) Reactant: [C:1]([N:4]1[C:13]2[C:8](=[CH:9][CH:10]=[CH:11][CH:12]=2)[C@H:7]([O:14][C:15]2[CH:20]=[CH:19][C:18]([NH2:21])=[CH:17][CH:16]=2)[CH2:6][C@@H:5]1[CH3:22])(=[O:3])[CH3:2].N1C=CC=CC=1.[CH3:29][S:30](Cl)(=[O:32])=[O:31]. Product: [C:1]([N:4]1[C:13]2[C:8](=[CH:9][CH:10]=[CH:11][CH:12]=2)[C@H:7]([O:14][C:15]2[CH:16]=[CH:17][C:18]([NH:21][S:30]([CH3:29])(=[O:32])=[O:31])=[CH:19][CH:20]=2)[CH2:6][C@@H:5]1[CH3:22])(=[O:3])[CH3:2]. The catalyst class is: 526.